Dataset: Forward reaction prediction with 1.9M reactions from USPTO patents (1976-2016). Task: Predict the product of the given reaction. (1) Given the reactants Cl.[CH3:2][O:3][C:4]1[CH:5]=[C:6]([C:12]2[C:13]([CH3:27])([CH2:24][CH2:25][CH3:26])[C:14](=[O:23])[N:15]([CH:17]3[CH2:22][CH2:21][NH:20][CH2:19][CH2:18]3)[N:16]=2)[CH:7]=[CH:8][C:9]=1[O:10][CH3:11].[CH2:28]([O:35][C:36]1[CH:37]=[CH:38][C:39]([CH3:45])=[C:40]([CH:44]=1)[C:41](O)=[O:42])[C:29]1[CH:34]=[CH:33][CH:32]=[CH:31][CH:30]=1, predict the reaction product. The product is: [CH2:28]([O:35][C:36]1[CH:37]=[CH:38][C:39]([CH3:45])=[C:40]([C:41]([N:20]2[CH2:21][CH2:22][CH:17]([N:15]3[C:14](=[O:23])[C:13]([CH3:27])([CH2:24][CH2:25][CH3:26])[C:12]([C:6]4[CH:7]=[CH:8][C:9]([O:10][CH3:11])=[C:4]([O:3][CH3:2])[CH:5]=4)=[N:16]3)[CH2:18][CH2:19]2)=[O:42])[CH:44]=1)[C:29]1[CH:30]=[CH:31][CH:32]=[CH:33][CH:34]=1. (2) Given the reactants [CH2:1]([NH2:8])[C:2]1[CH:7]=[CH:6][CH:5]=[CH:4][CH:3]=1.CCN(CC)CC.Cl[S:17]([C:20]1[CH:29]=[CH:28][C:23]([C:24]([O:26][CH3:27])=[O:25])=[CH:22][CH:21]=1)(=[O:19])=[O:18].[Cl-].[NH4+], predict the reaction product. The product is: [CH2:1]([NH:8][S:17]([C:20]1[CH:21]=[CH:22][C:23]([C:24]([O:26][CH3:27])=[O:25])=[CH:28][CH:29]=1)(=[O:19])=[O:18])[C:2]1[CH:7]=[CH:6][CH:5]=[CH:4][CH:3]=1. (3) Given the reactants [Br:1][C:2]1[CH:3]=[N:4][C:5](Cl)=[C:6]([CH:10]=1)[C:7]([OH:9])=[O:8].[F:12][C:13]([F:23])([F:22])[O:14][C:15]1[CH:20]=[CH:19][C:18]([OH:21])=[CH:17][CH:16]=1.C([O-])([O-])=O.[K+].[K+].C(O)(=O)C, predict the reaction product. The product is: [Br:1][C:2]1[CH:3]=[N:4][C:5]([O:21][C:18]2[CH:19]=[CH:20][C:15]([O:14][C:13]([F:12])([F:22])[F:23])=[CH:16][CH:17]=2)=[C:6]([CH:10]=1)[C:7]([OH:9])=[O:8]. (4) Given the reactants [C:1](=O)([O-])[O-].[Na+].[Na+].O.[NH2:8][CH2:9][CH2:10][CH2:11][OH:12].[C:13](O[C:13]([O:15][C:16]([CH3:19])([CH3:18])[CH3:17])=[O:14])([O:15][C:16]([CH3:19])([CH3:18])[CH3:17])=[O:14], predict the reaction product. The product is: [C:16]([O:15][C:13](=[O:14])[N:8]([CH2:9][CH2:10][CH2:11][OH:12])[CH3:1])([CH3:19])([CH3:18])[CH3:17]. (5) Given the reactants [NH2:1][C:2]1[N:3]=[C:4](Cl)[C:5]2[CH:10]=[CH:9][N:8]([C@@H:11]3[O:16][C@H:15]([CH2:17][OH:18])[C@@H:13]([OH:14])[C@H:12]3[F:19])[C:6]=2[N:7]=1.Cl.[OH-:22].[Na+], predict the reaction product. The product is: [NH2:1][C:2]1[NH:3][C:4](=[O:22])[C:5]2[CH:10]=[CH:9][N:8]([C@@H:11]3[O:16][C@H:15]([CH2:17][OH:18])[C@@H:13]([OH:14])[C@H:12]3[F:19])[C:6]=2[N:7]=1. (6) Given the reactants [C:1]1([S:7]([CH2:10][C:11]2[C:16]([C:17]([O-:19])=[O:18])=[C:15]([OH:20])[C:14]([C:21]3[CH:25]=[CH:24][O:23][CH:22]=3)=[CH:13][CH:12]=2)(=[O:9])=[O:8])[CH:6]=[CH:5][CH:4]=[CH:3][CH:2]=1.Br[CH2:27][C:28]([NH2:30])=[O:29], predict the reaction product. The product is: [C:1]1([S:7]([CH2:10][C:11]2[C:16]([C:17]([O:19][C:11]([CH3:16])([CH3:12])[CH3:10])=[O:18])=[C:15]([O:20][CH2:27][C:28](=[O:29])[NH2:30])[C:14]([C:21]3[CH:25]=[CH:24][O:23][CH:22]=3)=[CH:13][CH:12]=2)(=[O:9])=[O:8])[CH:2]=[CH:3][CH:4]=[CH:5][CH:6]=1. (7) Given the reactants Br[C:2]1[CH:7]=[C:6]([CH3:8])[C:5]([Br:9])=[CH:4][N:3]=1.[Cu](C#N)[C:11]#[N:12].[C-]#N.[Na+], predict the reaction product. The product is: [Br:9][C:5]1[C:6]([CH3:8])=[CH:7][C:2]([C:11]#[N:12])=[N:3][CH:4]=1.